Dataset: Reaction yield outcomes from USPTO patents with 853,638 reactions. Task: Predict the reaction yield, written as a fraction of the theoretical maximum amount of product (1.0 means a 100% yield; for example, 0.34 means a 34% yield). (1) The reactants are C[Mg]Br.[CH2:4](OCC)C.C[Si]([N-][Si](C)(C)C)(C)C.[Li+].C(=O)=O.CC(C)=O.[O:26]1[CH:30]=[CH:29][CH:28]=[C:27]1/[CH:31]=[C:32](\[C:38]1[CH:43]=[CH:42][N:41]=[CH:40][CH:39]=1)/[C:33]([O:35]CC)=O. The catalyst is O1CCCC1. The product is [O:26]1[CH:30]=[CH:29][CH:28]=[C:27]1/[CH:31]=[C:32](\[C:38]1[CH:39]=[CH:40][N:41]=[CH:42][CH:43]=1)/[C:33](=[O:35])[CH3:4]. The yield is 0.230. (2) The reactants are [C:1]([O:5][C:6]([N:8]([CH3:18])[CH2:9][C:10]([N:12]([CH2:14][C:15]([OH:17])=O)[CH3:13])=[O:11])=[O:7])([CH3:4])([CH3:3])[CH3:2].CN(C(F)=[N+](C)C)C.F[P-](F)(F)(F)(F)F.CCN(C(C)C)C(C)C.[N+:43]([C:46]1[CH:54]=[C:53]2[C:49]([CH:50]=[CH:51][NH:52]2)=[CH:48][CH:47]=1)([O-:45])=[O:44]. The catalyst is C1COCC1. The product is [C:1]([O:5][C:6](=[O:7])[N:8]([CH3:18])[CH2:9][C:10](=[O:11])[N:12]([CH3:13])[CH2:14][C:15]([N:52]1[C:53]2[C:49](=[CH:48][CH:47]=[C:46]([N+:43]([O-:45])=[O:44])[CH:54]=2)[CH:50]=[CH:51]1)=[O:17])([CH3:2])([CH3:3])[CH3:4]. The yield is 0.300. (3) The reactants are [C:1]([O:9]CC)(=O)[CH2:2][C:3]([O:5][CH2:6][CH3:7])=[O:4].[H-].[Na+].[H][H].[C:16]12[C:22](=[CH:23][CH:24]=[CH:25][CH:26]=1)[NH:21]C(=O)O[C:17]2=[O:18].Cl. The catalyst is CC(N(C)C)=O. The product is [CH2:6]([O:5][C:3]([C:2]1[C:1](=[O:9])[NH:21][C:22]2[C:16]([C:17]=1[OH:18])=[CH:26][CH:25]=[CH:24][CH:23]=2)=[O:4])[CH3:7]. The yield is 0.300. (4) The reactants are [NH2:1][C:2]1[CH:7]=[CH:6][CH:5]=[CH:4][C:3]=1[NH:8][C:9]([C:11]1[C:16]2[NH:17][C:18]([NH:20][C:21]([C:23]3[C:32]4[C:27](=[CH:28][CH:29]=[CH:30][CH:31]=4)[CH:26]=[CH:25][N:24]=3)=[O:22])=[N:19][C:15]=2[CH:14]=[CH:13][CH:12]=1)=O. The catalyst is CC(O)=O. The product is [NH:8]1[C:3]2[CH:4]=[CH:5][CH:6]=[CH:7][C:2]=2[N:1]=[C:9]1[C:11]1[C:16]2[NH:17][C:18]([NH:20][C:21]([C:23]3[C:32]4[C:27](=[CH:28][CH:29]=[CH:30][CH:31]=4)[CH:26]=[CH:25][N:24]=3)=[O:22])=[N:19][C:15]=2[CH:14]=[CH:13][CH:12]=1. The yield is 0.750. (5) The reactants are CCCCCC[CH2:7][CH2:8][CH2:9][CH2:10][CH2:11][CH2:12][CH3:13].CO[C:16]1[CH:17]=[C:18]2[C:23](=[CH:24][CH:25]=1)[CH2:22][CH2:21][CH2:20][CH2:19]2.C1(C)C(C2C(C)=CC=CC=2)=CC=CC=1. No catalyst specified. The product is [CH3:13][C:12]1[CH:7]=[CH:8][C:9]([C:16]2[CH:17]=[C:18]3[C:23](=[CH:24][CH:25]=2)[CH2:22][CH2:21][CH2:20][CH2:19]3)=[CH:10][CH:11]=1. The yield is 0.610. (6) The reactants are C(OC(=O)[N:7]([C:20]1[N:21]([C:30]2[CH:35]=[C:34]([CH:36]([CH3:38])[CH3:37])[C:33]([OH:39])=[CH:32][C:31]=2[OH:40])[N:22]=[N:23][C:24]=1[C:25](=[O:29])[NH:26][CH2:27][CH3:28])[C:8]1[CH:13]=[CH:12][C:11]([N:14]2[CH2:19][CH2:18][O:17][CH2:16][CH2:15]2)=[CH:10][CH:9]=1)(C)(C)C. The catalyst is C(Cl)Cl.C(O)(C(F)(F)F)=O. The product is [CH2:27]([NH:26][C:25]([C:24]1[N:23]=[N:22][N:21]([C:30]2[CH:35]=[C:34]([CH:36]([CH3:37])[CH3:38])[C:33]([OH:39])=[CH:32][C:31]=2[OH:40])[C:20]=1[NH:7][C:8]1[CH:13]=[CH:12][C:11]([N:14]2[CH2:15][CH2:16][O:17][CH2:18][CH2:19]2)=[CH:10][CH:9]=1)=[O:29])[CH3:28]. The yield is 0.450. (7) The reactants are [F:1][C:2]1[CH:11]=[C:10]2[C:5]([CH2:6][CH2:7][CH2:8][C@H:9]2[NH2:12])=[CH:4][CH:3]=1.C(N(CC)CC)C.[F:20][C:21]([F:32])([F:31])[C:22](O[C:22](=[O:23])[C:21]([F:32])([F:31])[F:20])=[O:23]. The catalyst is C(Cl)Cl. The product is [F:20][C:21]([F:32])([F:31])[C:22]([NH:12][C@H:9]1[C:10]2[C:5](=[CH:4][CH:3]=[C:2]([F:1])[CH:11]=2)[CH2:6][CH2:7][CH2:8]1)=[O:23]. The yield is 0.810.